Task: Binary Classification. Given a T-cell receptor sequence (or CDR3 region) and an epitope sequence, predict whether binding occurs between them.. Dataset: TCR-epitope binding with 47,182 pairs between 192 epitopes and 23,139 TCRs (1) The epitope is LLFNKVTLA. The TCR CDR3 sequence is CASTPSQGTTYEQYF. Result: 0 (the TCR does not bind to the epitope). (2) The epitope is FVDGVPFVV. The TCR CDR3 sequence is CASSQEGQGKIGAFF. Result: 1 (the TCR binds to the epitope). (3) Result: 0 (the TCR does not bind to the epitope). The TCR CDR3 sequence is CASSEVVSTTYEQYF. The epitope is LLWNGPMAV. (4) The epitope is KRWIILGLNK. The TCR CDR3 sequence is CASSDPTGSGAYEQYF. Result: 1 (the TCR binds to the epitope).